Dataset: Full USPTO retrosynthesis dataset with 1.9M reactions from patents (1976-2016). Task: Predict the reactants needed to synthesize the given product. Given the product [S:19]1[C:13]2[CH2:12][CH:11]3[CH:15]([C:14]=2[CH:17]=[CH:18]1)[CH2:16][NH:8][CH2:9][CH2:10]3, predict the reactants needed to synthesize it. The reactants are: C([N:8]1[CH2:16][CH:15]2[CH:11]([CH2:12][C:13]3[S:19][CH:18]=[CH:17][C:14]=32)[CH2:10][CH2:9]1)C1C=CC=CC=1.C([O-])([O-])=O.[K+].[K+].CC(Cl)OC(Cl)=O.